From a dataset of Full USPTO retrosynthesis dataset with 1.9M reactions from patents (1976-2016). Predict the reactants needed to synthesize the given product. (1) Given the product [CH2:1]([O:8][C:9]1[C:14]([C:15]2[CH:22]=[C:19]([C:20]#[CH:34])[C:18]([O:23][CH3:24])=[C:17]([C:25]([CH3:28])([CH3:26])[CH3:27])[CH:16]=2)=[CH:13][CH:12]=[CH:11][N:10]=1)[C:2]1[CH:3]=[CH:4][CH:5]=[CH:6][CH:7]=1, predict the reactants needed to synthesize it. The reactants are: [CH2:1]([O:8][C:9]1[C:14]([C:15]2[CH:16]=[C:17]([C:25]([CH3:28])([CH3:27])[CH3:26])[C:18]([O:23][CH3:24])=[C:19]([CH:22]=2)[CH:20]=O)=[CH:13][CH:12]=[CH:11][N:10]=1)[C:2]1[CH:7]=[CH:6][CH:5]=[CH:4][CH:3]=1.C[O-].[Na+].[N+](=[C:34](P(=O)(OC)OC)C(=O)C)=[N-]. (2) Given the product [CH:1]([CH:4]1[C:9](=[O:10])[N:8]([CH2:11][C:12]([NH:14][CH3:15])=[O:13])[C:7]2[CH:16]=[C:17]([O:41][CH3:42])[CH:18]=[C:19]([C:20]3[C:21]4[CH:30]=[CH:29][NH:28][C:22]=4[C:23](=[O:27])[N:24]([CH3:26])[CH:25]=3)[C:6]=2[O:5]1)([CH3:3])[CH3:2], predict the reactants needed to synthesize it. The reactants are: [CH:1]([CH:4]1[C:9](=[O:10])[N:8]([CH2:11][C:12]([NH:14][CH3:15])=[O:13])[C:7]2[CH:16]=[C:17]([O:41][CH3:42])[CH:18]=[C:19]([C:20]3[C:21]4[CH:30]=[CH:29][N:28](S(C5C=CC(C)=CC=5)(=O)=O)[C:22]=4[C:23](=[O:27])[N:24]([CH3:26])[CH:25]=3)[C:6]=2[O:5]1)([CH3:3])[CH3:2].C(O)(C(F)(F)F)=O. (3) The reactants are: O[CH2:2][C:3]1[CH:4]=[CH:5][C:6]([O:20][C:21]2[CH:26]=[CH:25][CH:24]=[CH:23][CH:22]=2)=[C:7]([C:9]2[C:10]3[CH:19]=[CH:18][NH:17][C:11]=3[C:12](=[O:16])[N:13]([CH3:15])[CH:14]=2)[CH:8]=1.[NH:27]1[CH:31]=[CH:30][CH:29]=[N:28]1.C1(P(C2C=CC=CC=2)C2C=CC=CC=2)C=CC=CC=1.N(C(OC(C)(C)C)=O)=NC(OC(C)(C)C)=O. Given the product [CH3:15][N:13]1[CH:14]=[C:9]([C:7]2[CH:8]=[C:3]([CH2:2][N:27]3[CH:31]=[CH:30][CH:29]=[N:28]3)[CH:4]=[CH:5][C:6]=2[O:20][C:21]2[CH:22]=[CH:23][CH:24]=[CH:25][CH:26]=2)[C:10]2[CH:19]=[CH:18][NH:17][C:11]=2[C:12]1=[O:16], predict the reactants needed to synthesize it. (4) Given the product [N+:16]([C:3]1[CH:4]=[C:5]([CH2:8][O:9][C:10]2[CH:15]=[CH:14][CH:13]=[CH:12][CH:11]=2)[CH:6]=[CH:7][C:2]=1[S:19][C:20]1[CH:25]=[CH:24][C:23]([OH:26])=[CH:22][CH:21]=1)([O-:18])=[O:17], predict the reactants needed to synthesize it. The reactants are: Br[C:2]1[CH:7]=[CH:6][C:5]([CH2:8][O:9][C:10]2[CH:15]=[CH:14][CH:13]=[CH:12][CH:11]=2)=[CH:4][C:3]=1[N+:16]([O-:18])=[O:17].[SH:19][C:20]1[CH:25]=[CH:24][C:23]([OH:26])=[CH:22][CH:21]=1.C(=O)([O-])[O-].[K+].[K+]. (5) Given the product [CH2:1]([NH:8][C:16](=[O:17])[C:13]1[CH:14]=[CH:15][C:10]([Br:9])=[CH:11][C:12]=1[O:19][CH3:20])[C:2]1[CH:7]=[CH:6][CH:5]=[CH:4][CH:3]=1, predict the reactants needed to synthesize it. The reactants are: [CH2:1]([NH2:8])[C:2]1[CH:7]=[CH:6][CH:5]=[CH:4][CH:3]=1.[Br:9][C:10]1[CH:15]=[CH:14][C:13]([C:16](Cl)=[O:17])=[C:12]([O:19][CH3:20])[CH:11]=1.C(N(CC)CC)C. (6) Given the product [N+:1]([C:4]1[CH:5]=[C:6]2[C:10](=[CH:11][CH:12]=1)[N:9]([CH2:13][C:14]1[CH:15]=[C:16]([CH:21]=[CH:22][CH:23]=1)[C:17]([OH:19])=[O:18])[N:8]=[CH:7]2)([O-:3])=[O:2], predict the reactants needed to synthesize it. The reactants are: [N+:1]([C:4]1[CH:5]=[C:6]2[C:10](=[CH:11][CH:12]=1)[N:9]([CH2:13][C:14]1[CH:15]=[C:16]([CH:21]=[CH:22][CH:23]=1)[C:17]([O:19]C)=[O:18])[N:8]=[CH:7]2)([O-:3])=[O:2].[OH-].[Na+].CO. (7) Given the product [Cl:1][C:2]1[CH:3]=[CH:4][C:5]([CH2:6][C:7]2[C:15]3[C:14](=[O:16])[N:13]([CH2:17][CH2:18][CH2:19][OH:20])[C:12](=[O:27])[NH:11][C:10]=3[O:9][C:8]=2[C:36]2[CH:41]=[CH:40][CH:39]=[C:38]([Cl:42])[CH:37]=2)=[CH:43][CH:44]=1, predict the reactants needed to synthesize it. The reactants are: [Cl:1][C:2]1[CH:44]=[CH:43][C:5]([CH2:6][C:7]2[C:15]3[C:14](=[O:16])[N:13]([CH2:17][CH2:18][CH2:19][O:20]C4CCCCO4)[C:12](=[O:27])[N:11](COCC[Si](C)(C)C)[C:10]=3[O:9][C:8]=2[C:36]2[CH:41]=[CH:40][CH:39]=[C:38]([Cl:42])[CH:37]=2)=[CH:4][CH:3]=1. (8) Given the product [CH3:1][C:2]1([CH3:11])[CH2:6][CH2:7][C:8](=[O:9])[NH:12][C:3]1=[O:4], predict the reactants needed to synthesize it. The reactants are: [CH3:1][C:2]([CH3:11])([CH2:6][CH2:7][C:8](O)=[O:9])[C:3](O)=[O:4].[NH2:12]C(N)=O.